From a dataset of Catalyst prediction with 721,799 reactions and 888 catalyst types from USPTO. Predict which catalyst facilitates the given reaction. (1) The catalyst class is: 9. Reactant: F[P-](F)(F)(F)(F)F.N1([O:17][C:18](N(C)C)=[N+:19](C)C)C2N=CC=CC=2N=N1.C([N:28]([CH2:32][CH3:33])[CH:29]([CH3:31])[CH3:30])(C)C.N.O1CCOCC1. Product: [CH3:31][C:29]1[NH:28][CH:32]=[CH:33][C:30]=1[C:18]([NH2:19])=[O:17]. (2) Reactant: [F:1][C:2]1[N:10]=[C:9]2[C:5]([N:6]=[C:7]([CH2:11][C:12]3[C:20]([I:21])=[CH:19][C:15]4[O:16][CH2:17][O:18][C:14]=4[CH:13]=3)[NH:8]2)=[C:4]([NH2:22])[N:3]=1.C([O-])([O-])=O.[Cs+].[Cs+].[C:29]([O:48][CH2:49][CH2:50][CH2:51][O:52][CH2:53][CH2:54]OS(C1C=CC(C)=CC=1)(=O)=O)([C:42]1[CH:47]=[CH:46][CH:45]=[CH:44][CH:43]=1)([C:36]1[CH:41]=[CH:40][CH:39]=[CH:38][CH:37]=1)[C:30]1[CH:35]=[CH:34][CH:33]=[CH:32][CH:31]=1. Product: [F:1][C:2]1[N:10]=[C:9]2[C:5]([N:6]=[C:7]([CH2:11][C:12]3[C:20]([I:21])=[CH:19][C:15]4[O:16][CH2:17][O:18][C:14]=4[CH:13]=3)[N:8]2[CH2:54][CH2:53][O:52][CH2:51][CH2:50][CH2:49][O:48][C:29]([C:42]2[CH:43]=[CH:44][CH:45]=[CH:46][CH:47]=2)([C:30]2[CH:31]=[CH:32][CH:33]=[CH:34][CH:35]=2)[C:36]2[CH:41]=[CH:40][CH:39]=[CH:38][CH:37]=2)=[C:4]([NH2:22])[N:3]=1. The catalyst class is: 3. (3) Reactant: C(N1C=CN=C1)(N1C=CN=C1)=O.[Br-:13].[C:14]([C:17]1[CH:22]=[CH:21][C:20]([C:23](=[O:50])[CH2:24][N+:25]23[CH2:32][CH2:31][CH:28]([CH2:29][CH2:30]2)[C@@H:27]([O:33][C:34](=[O:49])[C@@H:35]([C:43]2[CH:48]=[CH:47][CH:46]=[CH:45][CH:44]=2)[NH:36][C:37]2[CH:42]=[CH:41][CH:40]=[CH:39][CH:38]=2)[CH2:26]3)=[CH:19][CH:18]=1)([OH:16])=O.[NH:51]1[CH2:56][CH2:55][O:54][CH2:53][CH2:52]1. Product: [Br-:13].[N:51]1([C:14]([C:17]2[CH:22]=[CH:21][C:20]([C:23](=[O:50])[CH2:24][N+:25]34[CH2:32][CH2:31][CH:28]([CH2:29][CH2:30]3)[C@@H:27]([O:33][C:34](=[O:49])[C@@H:35]([C:43]3[CH:44]=[CH:45][CH:46]=[CH:47][CH:48]=3)[NH:36][C:37]3[CH:42]=[CH:41][CH:40]=[CH:39][CH:38]=3)[CH2:26]4)=[CH:19][CH:18]=2)=[O:16])[CH2:56][CH2:55][O:54][CH2:53][CH2:52]1. The catalyst class is: 3. (4) Reactant: C([O:3][C:4](=[O:33])[CH2:5][O:6][C:7]1[CH:12]=[CH:11][C:10]([O:13][CH2:14][C:15]2[C:19]([CH2:20][OH:21])=[C:18]([C:22]3[CH:27]=[CH:26][C:25]([C:28]([F:31])([F:30])[F:29])=[CH:24][CH:23]=3)[O:17][N:16]=2)=[CH:9][C:8]=1[CH3:32])C.[H-].[Na+].[CH3:36]I.[OH-].[Na+].Cl. Product: [CH3:36][O:21][CH2:20][C:19]1[C:15]([CH2:14][O:13][C:10]2[CH:11]=[CH:12][C:7]([O:6][CH2:5][C:4]([OH:3])=[O:33])=[C:8]([CH3:32])[CH:9]=2)=[N:16][O:17][C:18]=1[C:22]1[CH:27]=[CH:26][C:25]([C:28]([F:29])([F:30])[F:31])=[CH:24][CH:23]=1. The catalyst class is: 7. (5) Reactant: C([O:5][C:6](=O)[CH2:7][C:8]1[CH:9]=[C:10]([NH:19][C:20]2[CH:29]=[CH:28][C:27]([CH:30]3[CH2:32][CH2:31]3)=[CH:26][C:21]=2[C:22]([O:24]C)=[O:23])[CH:11]=[CH:12][C:13]=1[NH:14][CH2:15][CH:16]1[CH2:18][CH2:17]1)(C)(C)C.O.[OH-].[Li+].O1CCCC1.CO. Product: [CH:30]1([C:27]2[CH:28]=[CH:29][C:20]([NH:19][C:10]3[CH:9]=[C:8]4[C:13](=[CH:12][CH:11]=3)[N:14]([CH2:15][CH:16]3[CH2:18][CH2:17]3)[C:6](=[O:5])[CH2:7]4)=[C:21]([CH:26]=2)[C:22]([OH:24])=[O:23])[CH2:31][CH2:32]1. The catalyst class is: 6. (6) Reactant: [NH2:1][CH2:2][CH2:3][CH2:4][C@H:5]([NH:9][C:10]([O:12][CH2:13][C:14]1[CH:19]=[CH:18][CH:17]=[CH:16][CH:15]=1)=[O:11])[C:6]([OH:8])=[O:7].O=[C:21]1[CH2:26][CH2:25][N:24]([C:27]([O:29][C:30]([CH3:33])([CH3:32])[CH3:31])=[O:28])[CH2:23][CH2:22]1.[BH3-]C#N.[Na+]. Product: [CH2:13]([O:12][C:10]([NH:9][C@@H:5]([CH2:4][CH2:3][CH2:2][NH:1][CH:21]1[CH2:26][CH2:25][N:24]([C:27]([O:29][C:30]([CH3:33])([CH3:32])[CH3:31])=[O:28])[CH2:23][CH2:22]1)[C:6]([OH:8])=[O:7])=[O:11])[C:14]1[CH:15]=[CH:16][CH:17]=[CH:18][CH:19]=1. The catalyst class is: 20. (7) Reactant: [CH2:1]([N:8]=[C:9]=[O:10])[CH2:2][CH2:3][CH2:4][CH2:5][CH2:6][CH3:7].[CH3:11][C:12](=[CH:18][C:19]1[CH:24]=[CH:23][C:22]([C:25]2[CH:30]=[CH:29][CH:28]=[C:27]([NH:31][CH3:32])[CH:26]=2)=[CH:21][CH:20]=1)[C:13]([O:15][CH2:16][CH3:17])=[O:14].C(N(CC)CC)C.O. Product: [CH2:1]([NH:8][C:9](=[O:10])[N:31]([C:27]1[CH:26]=[C:25]([C:22]2[CH:23]=[CH:24][C:19](/[CH:18]=[C:12](\[CH3:11])/[C:13]([O:15][CH2:16][CH3:17])=[O:14])=[CH:20][CH:21]=2)[CH:30]=[CH:29][CH:28]=1)[CH3:32])[CH2:2][CH2:3][CH2:4][CH2:5][CH2:6][CH3:7]. The catalyst class is: 96. (8) Reactant: [Cl:1][C:2]1[CH:11]=[C:10]2[C:5]([N:6]=[C:7]([O:21]C)[C:8]([C@H:12]([NH:14][S@@](C(C)(C)C)=O)[CH3:13])=[N:9]2)=[CH:4][CH:3]=1.I[Si](C)(C)C. Product: [NH2:14][C@@H:12]([C:8]1[C:7](=[O:21])[NH:6][C:5]2[C:10]([N:9]=1)=[CH:11][C:2]([Cl:1])=[CH:3][CH:4]=2)[CH3:13]. The catalyst class is: 23. (9) Reactant: [Cl:1][C:2]1[CH:24]=[CH:23][C:5]([C:6]([N:8]([C@H:12]2[CH2:17][CH2:16][C@H:15]([CH2:18][C:19](OC)=[O:20])[CH2:14][CH2:13]2)[CH:9]2[CH2:11][CH2:10]2)=[O:7])=[CH:4][CH:3]=1.[BH4-].[Li+].CO. Product: [Cl:1][C:2]1[CH:3]=[CH:4][C:5]([C:6]([N:8]([CH:9]2[CH2:10][CH2:11]2)[C@H:12]2[CH2:13][CH2:14][C@H:15]([CH2:18][CH2:19][OH:20])[CH2:16][CH2:17]2)=[O:7])=[CH:23][CH:24]=1. The catalyst class is: 1.